This data is from Peptide-MHC class I binding affinity with 185,985 pairs from IEDB/IMGT. The task is: Regression. Given a peptide amino acid sequence and an MHC pseudo amino acid sequence, predict their binding affinity value. This is MHC class I binding data. (1) The peptide sequence is VMWAGPWSS. The MHC is HLA-B27:03 with pseudo-sequence HLA-B27:03. The binding affinity (normalized) is 0.0847. (2) The peptide sequence is FVNRYGVAY. The MHC is HLA-A26:01 with pseudo-sequence HLA-A26:01. The binding affinity (normalized) is 0.714. (3) The peptide sequence is NTDHPLSINV. The MHC is HLA-A02:02 with pseudo-sequence HLA-A02:02. The binding affinity (normalized) is 0.449.